Predict which catalyst facilitates the given reaction. From a dataset of Catalyst prediction with 721,799 reactions and 888 catalyst types from USPTO. (1) Reactant: [Cl:1][C:2]1[CH:11]=[C:10]2[C:5]([C:6]([C:28]3[CH:33]=[CH:32][CH:31]=[CH:30][CH:29]=3)=[C:7]([CH2:13][C:14]([NH:16][C:17]3[CH:22]=[CH:21][C:20]([Cl:23])=[CH:19][C:18]=3[C:24]([F:27])([F:26])[F:25])=[O:15])[C:8](=[O:12])[O:9]2)=[CH:4][C:3]=1[OH:34].[CH2:35]([O:37][CH2:38][CH2:39]Cl)[CH3:36].[C:41](=O)([O-])[O-].[K+].[K+].[I-].[Na+]. Product: [Cl:1][C:2]1[CH:11]=[C:10]2[C:5]([C:6]([C:28]3[CH:33]=[CH:32][CH:31]=[CH:30][CH:29]=3)=[C:7]([CH2:13][C:14]([NH:16][C:17]3[CH:22]=[CH:21][C:20]([Cl:23])=[CH:19][C:18]=3[C:24]([F:25])([F:27])[F:26])=[O:15])[C:8](=[O:12])[O:9]2)=[CH:4][C:3]=1[O:34][CH2:36][CH2:35][O:37][CH2:38][CH2:39][CH3:41]. The catalyst class is: 18. (2) Product: [Cl:1][C:2]1[N:6]2[CH:7]=[CH:8][CH:9]=[C:10]([C:11]([F:13])([F:12])[F:14])[C:5]2=[N:4][C:3]=1[C:15]([OH:17])=[O:16]. The catalyst class is: 7. Reactant: [Cl:1][C:2]1[N:6]2[CH:7]=[CH:8][CH:9]=[C:10]([C:11]([F:14])([F:13])[F:12])[C:5]2=[N:4][C:3]=1[C:15]([O:17]C)=[O:16].[OH-].[Na+].Cl. (3) Reactant: F[C:2]1[CH:7]=[CH:6][C:5]([CH2:8][OH:9])=[CH:4][C:3]=1[N+:10]([O-:12])=[O:11].C(N(CC)C(C)C)(C)C.[CH:22]1([NH2:28])[CH2:27][CH2:26][CH2:25][CH2:24][CH2:23]1. Product: [CH:22]1([NH:28][C:2]2[CH:7]=[CH:6][C:5]([CH2:8][OH:9])=[CH:4][C:3]=2[N+:10]([O-:12])=[O:11])[CH2:27][CH2:26][CH2:25][CH2:24][CH2:23]1. The catalyst class is: 42.